This data is from Full USPTO retrosynthesis dataset with 1.9M reactions from patents (1976-2016). The task is: Predict the reactants needed to synthesize the given product. (1) The reactants are: [F:1][C:2]1[CH:22]=[CH:21][CH:20]=[C:19]([F:23])[C:3]=1[CH2:4][O:5][C:6]1[C:7]2[N:8]([C:12]([C:16](O)=[O:17])=[C:13]([CH3:15])[N:14]=2)[CH:9]=[CH:10][CH:11]=1.F[B-](F)(F)F.N1(O[C+](N(C)C)N(C)C)C2C=CC=CC=2N=N1.CN1CCOCC1.Cl.[CH3:54][O:55][C:56](=[O:61])[C@H:57]([CH2:59][OH:60])[NH2:58]. Given the product [F:23][C:19]1[CH:20]=[CH:21][CH:22]=[C:2]([F:1])[C:3]=1[CH2:4][O:5][C:6]1[C:7]2[N:8]([C:12]([C:16]([NH:58][C@H:57]([C:56]([O:55][CH3:54])=[O:61])[CH2:59][OH:60])=[O:17])=[C:13]([CH3:15])[N:14]=2)[CH:9]=[CH:10][CH:11]=1, predict the reactants needed to synthesize it. (2) The reactants are: Cl[C:2]1[N:7]=[C:6]([C:8]2[C:16]3[C:11](=[CH:12][CH:13]=[CH:14][CH:15]=3)[N:10]([S:17]([C:20]3[CH:25]=[CH:24][CH:23]=[CH:22][CH:21]=3)(=[O:19])=[O:18])[CH:9]=2)[C:5]([Cl:26])=[CH:4][N:3]=1.[C:27]12([NH2:35])[CH2:33][C:31]([NH2:34])([CH2:32]1)[CH2:30][CH2:29][CH2:28]2.CCN(C(C)C)C(C)C. Given the product [Cl:26][C:5]1[C:6]([C:8]2[C:16]3[C:11](=[CH:12][CH:13]=[CH:14][CH:15]=3)[N:10]([S:17]([C:20]3[CH:21]=[CH:22][CH:23]=[CH:24][CH:25]=3)(=[O:19])=[O:18])[CH:9]=2)=[N:7][C:2]([NH:34][C:31]23[CH2:33][C:27]([NH2:35])([CH2:32]2)[CH2:28][CH2:29][CH2:30]3)=[N:3][CH:4]=1, predict the reactants needed to synthesize it.